Task: Predict the reactants needed to synthesize the given product.. Dataset: Full USPTO retrosynthesis dataset with 1.9M reactions from patents (1976-2016) Given the product [Br:15][C:3]1[C:4]2=[N:5][C:6]([C:10]([O:12][CH2:13][CH3:14])=[O:11])=[CH:7][CH:8]=[C:9]2[O:1][CH:2]=1, predict the reactants needed to synthesize it. The reactants are: [O:1]1[C:9]2[C:4](=[N:5][C:6]([C:10]([O:12][CH2:13][CH3:14])=[O:11])=[CH:7][CH:8]=2)[CH:3]=[CH:2]1.[Br:15]Br.